Dataset: Peptide-MHC class II binding affinity with 134,281 pairs from IEDB. Task: Regression. Given a peptide amino acid sequence and an MHC pseudo amino acid sequence, predict their binding affinity value. This is MHC class II binding data. (1) The peptide sequence is MAAHKFMVAMFLAVA. The MHC is DRB1_0701 with pseudo-sequence DRB1_0701. The binding affinity (normalized) is 0.340. (2) The peptide sequence is YDKFLQNVSTVLTGK. The MHC is DRB1_0802 with pseudo-sequence DRB1_0802. The binding affinity (normalized) is 0.759. (3) The peptide sequence is ADATAGTTVYGAFAA. The MHC is HLA-DQA10102-DQB10602 with pseudo-sequence HLA-DQA10102-DQB10602. The binding affinity (normalized) is 0.850. (4) The peptide sequence is EKKYFAATQFENLAA. The MHC is DRB1_0101 with pseudo-sequence DRB1_0101. The binding affinity (normalized) is 0.580. (5) The peptide sequence is RQCCHKAMENFTDDD. The MHC is DRB4_0101 with pseudo-sequence DRB4_0103. The binding affinity (normalized) is 0.160. (6) The peptide sequence is EVELREHGSDEWVAM. The MHC is DRB1_0701 with pseudo-sequence DRB1_0701. The binding affinity (normalized) is 0.